Dataset: Peptide-MHC class I binding affinity with 185,985 pairs from IEDB/IMGT. Task: Regression. Given a peptide amino acid sequence and an MHC pseudo amino acid sequence, predict their binding affinity value. This is MHC class I binding data. (1) The peptide sequence is YIDNTTSWY. The MHC is HLA-A01:01 with pseudo-sequence HLA-A01:01. The binding affinity (normalized) is 0.797. (2) The peptide sequence is GRLLGEVED. The MHC is Mamu-B08 with pseudo-sequence Mamu-B08. The binding affinity (normalized) is 0. (3) The peptide sequence is ETIFTVLAL. The MHC is HLA-A11:01 with pseudo-sequence HLA-A11:01. The binding affinity (normalized) is 0.0847. (4) The peptide sequence is RFSFNCSMK. The MHC is HLA-A26:01 with pseudo-sequence HLA-A26:01. The binding affinity (normalized) is 0.0847. (5) The peptide sequence is STYYVHENK. The MHC is HLA-A68:01 with pseudo-sequence HLA-A68:01. The binding affinity (normalized) is 0.763. (6) The peptide sequence is DFKTWLKAK. The MHC is Patr-A0101 with pseudo-sequence Patr-A0101. The binding affinity (normalized) is 0.230. (7) The peptide sequence is EVRKAIEFV. The MHC is HLA-B18:01 with pseudo-sequence HLA-B18:01. The binding affinity (normalized) is 0.0847.